Task: Predict the product of the given reaction.. Dataset: Forward reaction prediction with 1.9M reactions from USPTO patents (1976-2016) (1) Given the reactants [Si]([O:8][C@H:9]1[CH2:14][CH2:13][C@H:12]([N:15]2[CH:19]=[C:18]([C:20]3[CH:25]=[N:24][C:23]([NH2:26])=[C:22]4[O:27][C:28](Cl)=[CH:29][C:21]=34)[CH:17]=[N:16]2)[CH2:11][CH2:10]1)(C(C)(C)C)(C)C.F[C:32]1[CH:33]=[C:34]2[C:40](B3OC(C)(C)C(C)(C)O3)=[CH:39][S:38][C:35]2=[CH:36][N:37]=1.C(=O)([O-])[O-:51].[Na+].[Na+].C[O-].[Na+].CO.Cl.N1C=CC=CC=1, predict the reaction product. The product is: [NH2:26][C:23]1[N:24]=[CH:25][C:20]([C:18]2[CH:17]=[N:16][N:15]([C@H:12]3[CH2:11][CH2:10][C@H:9]([OH:8])[CH2:14][CH2:13]3)[CH:19]=2)=[C:21]2[CH:29]=[C:28]([C:40]3[C:34]4[C:35](=[CH:36][N:37]=[C:32]([OH:51])[CH:33]=4)[S:38][CH:39]=3)[O:27][C:22]=12. (2) Given the reactants [CH3:1][O:2][NH:3][CH:4]([CH3:24])[CH2:5][CH2:6][CH2:7][N:8]1[C:20]2[C:19]3[CH:18]=[CH:17][CH:16]=[CH:15][C:14]=3[N:13]=[CH:12][C:11]=2[N:10]=[C:9]1[CH2:21][CH2:22][CH3:23].[C:25]1([N:31]=[C:32]=[O:33])[CH:30]=[CH:29][CH:28]=[CH:27][CH:26]=1, predict the reaction product. The product is: [CH2:21]([C:9]1[N:8]([CH2:7][CH2:6][CH2:5][CH:4]([N:3]([O:2][CH3:1])[C:32]([NH:31][C:25]2[CH:30]=[CH:29][CH:28]=[CH:27][CH:26]=2)=[O:33])[CH3:24])[C:20]2[C:19]3[CH:18]=[CH:17][CH:16]=[CH:15][C:14]=3[N:13]=[CH:12][C:11]=2[N:10]=1)[CH2:22][CH3:23]. (3) Given the reactants [NH2:1][C:2]1[CH:3]=[CH:4][C:5]2[N:9]=[CH:8][N:7]([CH:10]([C:17]3[CH:22]=[CH:21][CH:20]=[CH:19][CH:18]=3)[CH2:11][C:12]([O:14][CH2:15][CH3:16])=[O:13])[C:6]=2[CH:23]=1.C(N(CC)CC)C.[N+:31]([C:34]1[CH:42]=[CH:41][C:37]([C:38](Cl)=[O:39])=[CH:36][CH:35]=1)([O-:33])=[O:32], predict the reaction product. The product is: [N+:31]([C:34]1[CH:35]=[CH:36][C:37]([C:38]([NH:1][C:2]2[CH:3]=[CH:4][C:5]3[N:9]=[CH:8][N:7]([CH:10]([C:17]4[CH:18]=[CH:19][CH:20]=[CH:21][CH:22]=4)[CH2:11][C:12]([O:14][CH2:15][CH3:16])=[O:13])[C:6]=3[CH:23]=2)=[O:39])=[CH:41][CH:42]=1)([O-:33])=[O:32]. (4) Given the reactants [NH2:1][C:2]1[C:3]([N:11]2[CH2:16][C@H:15]([CH3:17])[C@@H:14]([O:18][Si:19]([C:22]([CH3:25])([CH3:24])[CH3:23])([CH3:21])[CH3:20])[C@H:13]([NH:26][C:27](=[O:33])[O:28][C:29]([CH3:32])([CH3:31])[CH3:30])[CH2:12]2)=[C:4]2[CH2:10][CH2:9][O:8][C:5]2=[N:6][CH:7]=1.[F:34][C:35]1[CH:40]=[C:39]([O:41][CH:42]2[CH2:47][CH2:46][CH2:45][O:44][CH2:43]2)[CH:38]=[C:37]([F:48])[C:36]=1[C:49]1[N:54]=[C:53]([C:55](O)=[O:56])[CH:52]=[CH:51][C:50]=1[F:58].CN(C(ON1N=NC2C=CC=NC1=2)=[N+](C)C)C.F[P-](F)(F)(F)(F)F.CCN(C(C)C)C(C)C, predict the reaction product. The product is: [NH2:26][C@H:13]1[C@H:14]([OH:18])[C@@H:15]([CH3:17])[CH2:16][N:11]([C:3]2[C:2]([NH:1][C:55]([C:53]3[CH:52]=[CH:51][C:50]([F:58])=[C:49]([C:36]4[C:35]([F:34])=[CH:40][C:39]([O:41][CH:42]5[CH2:47][CH2:46][CH2:45][O:44][CH2:43]5)=[CH:38][C:37]=4[F:48])[N:54]=3)=[O:56])=[CH:7][N:6]=[C:5]3[O:8][CH2:9][CH2:10][C:4]=23)[CH2:12]1.[Si:19]([O:18][C@@H:14]1[C@@H:15]([CH3:17])[CH2:16][N:11]([C:3]2[C:2]([NH:1][C:55]([C:53]3[CH:52]=[CH:51][C:50]([F:58])=[C:49]([C:36]4[C:35]([F:34])=[CH:40][C:39]([O:41][CH:42]5[CH2:47][CH2:46][CH2:45][O:44][CH2:43]5)=[CH:38][C:37]=4[F:48])[N:54]=3)=[O:56])=[CH:7][N:6]=[C:5]3[O:8][CH2:9][CH2:10][C:4]=23)[CH2:12][C@H:13]1[NH:26][C:27](=[O:33])[O:28][C:29]([CH3:32])([CH3:31])[CH3:30])([C:22]([CH3:23])([CH3:25])[CH3:24])([CH3:20])[CH3:21]. (5) Given the reactants C([O:8][C:9]1[CH:10]=[CH:11][C:12]([O:17][CH3:18])=[C:13]([CH:16]=1)[CH:14]=O)C1C=CC=CC=1.C(OP([CH2:27][C:28]([O:30][CH2:31][CH3:32])=[O:29])(OCC)=O)C.[H-].[Na+].Cl, predict the reaction product. The product is: [OH:8][C:9]1[CH:10]=[CH:11][C:12]([O:17][CH3:18])=[C:13]([CH2:14][CH2:27][C:28]([O:30][CH2:31][CH3:32])=[O:29])[CH:16]=1. (6) Given the reactants [CH:1]([C:3]1[CH:4]=[C:5]([CH:9]=[C:10]([CH3:13])[C:11]=1[OH:12])[C:6]([OH:8])=[O:7])=[O:2].S(=O)(=O)(O)O.[CH3:19]O, predict the reaction product. The product is: [CH:1]([C:3]1[CH:4]=[C:5]([CH:9]=[C:10]([CH3:13])[C:11]=1[OH:12])[C:6]([O:8][CH3:19])=[O:7])=[O:2]. (7) Given the reactants [N+:1]([C:4]1[O:8][C:7]([C:9](Cl)=[O:10])=[CH:6][CH:5]=1)([O-:3])=[O:2].[NH:12]([C:14]1[S:15][C:16]2[CH:22]=[C:21]([O:23][C:24]([F:27])([F:26])[F:25])[CH:20]=[CH:19][C:17]=2[N:18]=1)[NH2:13], predict the reaction product. The product is: [F:27][C:24]([F:25])([F:26])[O:23][C:21]1[CH:20]=[CH:19][C:17]2[N:18]=[C:14]([NH:12][NH:13][C:9]([C:7]3[O:8][C:4]([N+:1]([O-:3])=[O:2])=[CH:5][CH:6]=3)=[O:10])[S:15][C:16]=2[CH:22]=1. (8) Given the reactants [C:1]([CH:3]1[CH2:6][CH:5]([CH2:7][OH:8])[CH2:4]1)#[CH:2].[CH3:9]I.[H-].[Na+], predict the reaction product. The product is: [C:1]([CH:3]1[CH2:6][CH:5]([CH2:7][O:8][CH3:9])[CH2:4]1)#[CH:2]. (9) The product is: [CH3:1][O:2][C:3]([C:5]1[CH:10]=[CH:9][C:8]([CH:12]2[CH2:14][CH2:13]2)=[CH:7][N:6]=1)=[O:4]. Given the reactants [CH3:1][O:2][C:3]([C:5]1[CH:10]=[CH:9][C:8](Br)=[CH:7][N:6]=1)=[O:4].[CH:12]1(B(O)O)[CH2:14][CH2:13]1.CC1(C)C2C=CC=C(P(C3C=CC=CC=3)C3C=CC=CC=3)C=2OC2C1=CC=CC=2P(C1C=CC=CC=1)C1C=CC=CC=1.C(=O)([O-])[O-].[Cs+].[Cs+], predict the reaction product. (10) Given the reactants C[O:2][C:3](=O)[CH2:4][NH:5][C:6]1[CH:11]=[CH:10][CH:9]=[CH:8][C:7]=1[N+:12]([O-])=O, predict the reaction product. The product is: [NH:12]1[C:7]2[C:6](=[CH:11][CH:10]=[CH:9][CH:8]=2)[NH:5][CH2:4][C:3]1=[O:2].